This data is from Full USPTO retrosynthesis dataset with 1.9M reactions from patents (1976-2016). The task is: Predict the reactants needed to synthesize the given product. (1) Given the product [CH:13]1[C:12]2[C:17](=[CH:4][C:5]3[C:10]([C:19]=2[CH2:20][O:21][CH2:22][CH2:18][OH:25])=[CH:9][CH:8]=[CH:7][CH:6]=3)[CH:16]=[CH:15][CH:14]=1, predict the reactants needed to synthesize it. The reactants are: BrCC[C:4]1[C:5]2[C:10](C=[C:12]3[C:17]=1[CH:16]=[CH:15][CH:14]=[CH:13]3)=[CH:9][CH:8]=[CH:7][CH:6]=2.[CH2:18]1[CH2:22][O:21][CH2:20][CH2:19]1.CS(C)=[O:25]. (2) The reactants are: [OH:1][C:2]1[CH:16]=[CH:15][C:5]([O:6][C:7]([CH3:14])([CH2:12][CH3:13])[C:8]([O:10][CH3:11])=[O:9])=[CH:4][CH:3]=1.C(=O)([O-])[O-].[Cs+].[Cs+].Br[CH2:24][CH2:25][CH2:26][O:27]CC1C=CC=CC=1.O. Given the product [OH:27][CH2:26][CH2:25][CH2:24][O:1][C:2]1[CH:3]=[CH:4][C:5]([O:6][C:7]([CH3:14])([CH2:12][CH3:13])[C:8]([O:10][CH3:11])=[O:9])=[CH:15][CH:16]=1, predict the reactants needed to synthesize it.